The task is: Regression. Given a peptide amino acid sequence and an MHC pseudo amino acid sequence, predict their binding affinity value. This is MHC class II binding data.. This data is from Peptide-MHC class II binding affinity with 134,281 pairs from IEDB. (1) The peptide sequence is IMEPTAAAIAYGLDR. The MHC is HLA-DQA10102-DQB10602 with pseudo-sequence HLA-DQA10102-DQB10602. The binding affinity (normalized) is 0.754. (2) The peptide sequence is EKVDAAFKVAATAAN. The MHC is HLA-DQA10104-DQB10503 with pseudo-sequence HLA-DQA10104-DQB10503. The binding affinity (normalized) is 0.418. (3) The peptide sequence is YPEDPVKLASIVKAS. The MHC is DRB5_0101 with pseudo-sequence DRB5_0101. The binding affinity (normalized) is 0.797. (4) The peptide sequence is GELQIVEKIDAAFKI. The MHC is DRB1_0401 with pseudo-sequence DRB1_0401. The binding affinity (normalized) is 0.659. (5) The peptide sequence is PPAGTRKIMKVVNRW. The MHC is DRB1_0901 with pseudo-sequence DRB1_0901. The binding affinity (normalized) is 0.499. (6) The peptide sequence is KIEIDQDHQEEICEV. The MHC is DRB1_0701 with pseudo-sequence DRB1_0701. The binding affinity (normalized) is 0.423. (7) The peptide sequence is GELHIVDKIDAAFKI. The MHC is DRB1_0401 with pseudo-sequence DRB1_0401. The binding affinity (normalized) is 0.567. (8) The peptide sequence is GPGSTGLNITGVTCG. The MHC is DRB4_0101 with pseudo-sequence DRB4_0103. The binding affinity (normalized) is 0.0809. (9) The peptide sequence is LLIDVVTYLVALIPE. The MHC is HLA-DQA10102-DQB10602 with pseudo-sequence HLA-DQA10102-DQB10602. The binding affinity (normalized) is 0.0234.